This data is from Forward reaction prediction with 1.9M reactions from USPTO patents (1976-2016). The task is: Predict the product of the given reaction. (1) Given the reactants [N:1]1([C:7]([O:9][C:10]([CH3:13])([CH3:12])[CH3:11])=[O:8])[CH2:6][CH2:5][NH:4][CH2:3][CH2:2]1.[F:14][C:15]1[CH:29]=[C:28]([S:30]([CH3:33])(=[O:32])=[O:31])[CH:27]=[CH:26][C:16]=1[O:17][CH2:18][CH:19]1[CH2:24][CH2:23][C:22](=O)[CH2:21][CH2:20]1.C[OH:35].[OH-].[Na+].OO, predict the reaction product. The product is: [F:14][C:15]1[CH:29]=[C:28]([S:30]([CH3:33])(=[O:32])=[O:31])[CH:27]=[CH:26][C:16]=1[O:17][CH2:18][CH:19]1[CH2:24][CH2:23][CH:22]([N:4]2[CH2:5][CH2:6][N:1]([C:7]([O:9][C:10]([CH3:13])([CH3:12])[CH3:11])=[O:8])[CH2:2][CH2:3]2)[CH:21]([OH:35])[CH2:20]1. (2) Given the reactants [C:1]1([C:7]2[NH:11][N:10]=[C:9]([NH2:12])[CH:8]=2)[CH:6]=[CH:5][CH:4]=[CH:3][CH:2]=1.C([O:15][C:16](=O)[CH2:17][C:18](=O)[CH3:19])C, predict the reaction product. The product is: [CH3:19][C:18]1[NH:12][C:9]2[N:10]([N:11]=[C:7]([C:1]3[CH:2]=[CH:3][CH:4]=[CH:5][CH:6]=3)[CH:8]=2)[C:16](=[O:15])[CH:17]=1. (3) Given the reactants Cl.Cl.[CH3:3][O:4][C:5]1[N:10]=[C:9]([NH2:11])[C:8]([NH2:12])=[CH:7][CH:6]=1.[CH:13](O)=O, predict the reaction product. The product is: [CH3:3][O:4][C:5]1[N:10]=[C:9]2[N:11]=[CH:13][NH:12][C:8]2=[CH:7][CH:6]=1. (4) Given the reactants [CH:1]1([C:4]2[N:5]=[CH:6][C:7]([C:15]([OH:17])=O)=[N:8][C:9]=2[O:10][CH2:11][CH:12]2[CH2:14][CH2:13]2)[CH2:3][CH2:2]1.[NH2:18][C:19]1([CH2:23][OH:24])[CH2:22][CH2:21][CH2:20]1, predict the reaction product. The product is: [OH:24][CH2:23][C:19]1([NH:18][C:15]([C:7]2[CH:6]=[N:5][C:4]([CH:1]3[CH2:2][CH2:3]3)=[C:9]([O:10][CH2:11][CH:12]3[CH2:13][CH2:14]3)[N:8]=2)=[O:17])[CH2:22][CH2:21][CH2:20]1. (5) Given the reactants [O:1]=[C:2]1[C:7]([C:14]2[CH:19]=[CH:18][CH:17]=[CH:16][CH:15]=2)([C:8]2[CH:13]=[CH:12][CH:11]=[CH:10][CH:9]=2)[CH2:6][CH2:5][CH2:4][N:3]1[CH2:20][C:21](O)=[O:22].FC1C=CC(C2(C3C=CC(F)=CC=3)CCCN(CC(O)=O)C2=O)=CC=1.[F:49][C:50]1[CH:55]=[CH:54][C:53]([C:56]2([C:61]3[CH:66]=[CH:65][C:64]([F:67])=[CH:63][CH:62]=3)[CH2:60][CH2:59][NH:58][CH2:57]2)=[CH:52][CH:51]=1.C1(C2(C3C=CC=CC=3)CCNC2)C=CC=CC=1, predict the reaction product. The product is: [F:49][C:50]1[CH:55]=[CH:54][C:53]([C:56]2([C:61]3[CH:66]=[CH:65][C:64]([F:67])=[CH:63][CH:62]=3)[CH2:60][CH2:59][N:58]([C:21](=[O:22])[CH2:20][N:3]3[CH2:4][CH2:5][CH2:6][C:7]([C:14]4[CH:19]=[CH:18][CH:17]=[CH:16][CH:15]=4)([C:8]4[CH:13]=[CH:12][CH:11]=[CH:10][CH:9]=4)[C:2]3=[O:1])[CH2:57]2)=[CH:52][CH:51]=1. (6) Given the reactants C([O:3][C:4]([C:6]1[N:10]2[CH2:11][CH2:12][N:13]([CH2:15][C:16]3[CH:21]=[CH:20][C:19]([C@@H:22]4[O:31][C:26]5=[N:27][CH:28]=[CH:29][CH:30]=[C:25]5[O:24][CH2:23]4)=[CH:18][CH:17]=3)[CH2:14][C:9]2=[N:8][N:7]=1)=O)C.[NH3:32].CO, predict the reaction product. The product is: [O:24]1[C:25]2[C:26](=[N:27][CH:28]=[CH:29][CH:30]=2)[O:31][C@@H:22]([C:19]2[CH:18]=[CH:17][C:16]([CH2:15][N:13]3[CH2:12][CH2:11][N:10]4[C:6]([C:4]([NH2:32])=[O:3])=[N:7][N:8]=[C:9]4[CH2:14]3)=[CH:21][CH:20]=2)[CH2:23]1. (7) Given the reactants Cl.[Cl:2][C:3]1[CH:4]=[C:5]2[C:9](=[CH:10][CH:11]=1)[NH:8][CH:7]=[C:6]2[CH2:12][CH2:13][NH2:14].CN(C(ON1N=N[C:25]2[CH:26]=CC=N[C:24]1=2)=[N+](C)C)C.F[P-](F)(F)(F)(F)F.[CH:39]([N:42]([CH2:46][CH3:47])[CH:43]([CH3:45])[CH3:44])([CH3:41])C.CN([CH:51]=[O:52])C, predict the reaction product. The product is: [Cl:2][C:3]1[CH:4]=[C:5]2[C:9](=[CH:10][CH:11]=1)[NH:8][CH:7]=[C:6]2[CH2:12][CH2:13][NH:14][C:51]([CH:47]1[CH2:41][CH2:39][N:42]([C:43]2[CH:44]=[CH:26][CH:25]=[CH:24][CH:45]=2)[CH2:46]1)=[O:52].